Dataset: Full USPTO retrosynthesis dataset with 1.9M reactions from patents (1976-2016). Task: Predict the reactants needed to synthesize the given product. Given the product [C:2]([S:5][C:9]1[CH:14]=[CH:13][CH:12]=[CH:11][C:10]=1[C:15]1[N:27]([CH3:28])[C:18]2=[N:19][CH:20]=[C:21]([C:23]([F:26])([F:24])[F:25])[CH:22]=[C:17]2[N:16]=1)([CH3:4])([CH3:3])[CH3:1], predict the reactants needed to synthesize it. The reactants are: [CH3:1][C:2]([SH:5])([CH3:4])[CH3:3].[H-].[Na+].F[C:9]1[CH:14]=[CH:13][CH:12]=[CH:11][C:10]=1[C:15]1[N:27]([CH3:28])[C:18]2=[N:19][CH:20]=[C:21]([C:23]([F:26])([F:25])[F:24])[CH:22]=[C:17]2[N:16]=1.C(=O)([O-])O.[Na+].